Dataset: Catalyst prediction with 721,799 reactions and 888 catalyst types from USPTO. Task: Predict which catalyst facilitates the given reaction. (1) Reactant: [C:1](Cl)(=[O:5])[CH:2]([CH3:4])[CH3:3].[CH3:7][O:8][CH2:9][CH2:10][C:11]1[N:12]([CH2:32][CH2:33][CH3:34])[C:13]2[C:22]3[CH:21]=[CH:20][C:19]([O:23][CH:24]4[CH2:29][CH2:28][NH:27][CH2:26][CH2:25]4)=[CH:18][C:17]=3[N:16]=[C:15]([NH2:30])[C:14]=2[N:31]=1.C(=O)([O-])[O-].[Na+].[Na+].O. Product: [C:1]([N:27]1[CH2:26][CH2:25][CH:24]([O:23][C:19]2[CH:20]=[CH:21][C:22]3[C:13]4[N:12]([CH2:32][CH2:33][CH3:34])[C:11]([CH2:10][CH2:9][O:8][CH3:7])=[N:31][C:14]=4[C:15]([NH2:30])=[N:16][C:17]=3[CH:18]=2)[CH2:29][CH2:28]1)(=[O:5])[CH:2]([CH3:4])[CH3:3]. The catalyst class is: 22. (2) Reactant: [C:1]([N:5]([C:7](=[O:16])[C:8]1[CH:13]=[C:12]([CH3:14])[CH:11]=[C:10]([CH3:15])[CH:9]=1)[NH2:6])([CH3:4])([CH3:3])[CH3:2].[F:17][C:18]1[CH:26]=[C:25]([CH2:27][CH3:28])[CH:24]=[CH:23][C:19]=1[C:20](Cl)=[O:21].C(=O)([O-])[O-].[K+].[K+]. Product: [C:1]([N:5]([C:7](=[O:16])[C:8]1[CH:9]=[C:10]([CH3:15])[CH:11]=[C:12]([CH3:14])[CH:13]=1)[NH:6][C:20](=[O:21])[C:19]1[CH:23]=[CH:24][C:25]([CH2:27][CH3:28])=[CH:26][C:18]=1[F:17])([CH3:4])([CH3:3])[CH3:2]. The catalyst class is: 34. (3) Product: [CH3:22][Si:21]([C:19]#[C:20][C:2]1[CH:7]=[CH:6][CH:5]=[CH:4][C:3]=1[CH2:8][C:9]([NH2:11])=[O:10])([CH3:24])[CH3:23]. The catalyst class is: 538. Reactant: I[C:2]1[CH:7]=[CH:6][CH:5]=[CH:4][C:3]=1[CH2:8][C:9]([NH2:11])=[O:10].CCN(CC)CC.[C:19]([Si:21]([CH3:24])([CH3:23])[CH3:22])#[CH:20]. (4) Reactant: [Br:1][C:2]1[N:3]=[CH:4][C:5](C(OC)=O)=[N:6][CH:7]=1.[CH3:12][Mg]Br.C([O:17][CH2:18][CH3:19])C.Cl. Product: [Br:1][C:2]1[N:3]=[CH:4][C:5]([C:18]([OH:17])([CH3:19])[CH3:12])=[N:6][CH:7]=1. The catalyst class is: 7. (5) Reactant: [Na+].[S:2]1[C:6]2[CH:7]=[C:8]([S:11]([O-:13])=[O:12])[CH:9]=[CH:10][C:5]=2[N:4]=[CH:3]1.N1C=CC=CC=1.Br[C:21]([CH3:28])([CH3:27])[C:22]([O:24][CH2:25][CH3:26])=[O:23]. Product: [CH2:25]([O:24][C:22](=[O:23])[C:21]([S:11]([C:8]1[CH:9]=[CH:10][C:5]2[N:4]=[CH:3][S:2][C:6]=2[CH:7]=1)(=[O:13])=[O:12])([CH3:28])[CH3:27])[CH3:26]. The catalyst class is: 3.